From a dataset of Reaction yield outcomes from USPTO patents with 853,638 reactions. Predict the reaction yield, written as a fraction of the theoretical maximum amount of product (1.0 means a 100% yield; for example, 0.34 means a 34% yield). (1) The reactants are Cl[C:2]1[N:7]=[C:6]([NH:8][C:9]2[CH:14]=[CH:13][C:12]3[O:15][CH2:16][CH2:17][O:18][C:11]=3[CH:10]=2)[C:5]([F:19])=[CH:4][N:3]=1.[NH2:20][C:21]1[CH:22]=[N:23][CH:24]=[CH:25][CH:26]=1.CC(C)([O-])C.[Na+].C1C=CC(P(C2C=CC3C(=CC=CC=3)C=2C2C3C(=CC=CC=3)C=CC=2P(C2C=CC=CC=2)C2C=CC=CC=2)C2C=CC=CC=2)=CC=1.C(N(CC)C(C)C)(C)C. The catalyst is C1(C)C=CC=CC=1.C([O-])(=O)C.[Pd+2].C([O-])(=O)C. The product is [CH2:17]1[CH2:16][O:15][C:12]2[CH:13]=[CH:14][C:9]([NH:8][C:6]3[C:5]([F:19])=[CH:4][N:3]=[C:2]([NH:20][C:21]4[CH:22]=[N:23][CH:24]=[CH:25][CH:26]=4)[N:7]=3)=[CH:10][C:11]=2[O:18]1. The yield is 0.140. (2) The reactants are [Cl:1][C:2]1[N:7]=[C:6]([N:8]2[CH2:13][CH2:12][O:11][CH2:10][CH2:9]2)[CH:5]=[C:4]([CH2:14][S:15]([CH3:18])(=[O:17])=[O:16])[N:3]=1.[H-].[Na+].Cl.[CH2:22]([N:29]([CH2:33][CH2:34]Cl)[CH2:30][CH2:31]Cl)[C:23]1[CH:28]=[CH:27][CH:26]=[CH:25][CH:24]=1. The catalyst is CN1C(=O)CCC1.[Br-].C([N+](CCCC)(CCCC)CCCC)CCC. The product is [CH2:22]([N:29]1[CH2:33][CH2:34][C:14]([C:4]2[N:3]=[C:2]([Cl:1])[N:7]=[C:6]([N:8]3[CH2:13][CH2:12][O:11][CH2:10][CH2:9]3)[CH:5]=2)([S:15]([CH3:18])(=[O:17])=[O:16])[CH2:31][CH2:30]1)[C:23]1[CH:28]=[CH:27][CH:26]=[CH:25][CH:24]=1. The yield is 0.430. (3) The reactants are [CH2:1]([O:8][C:9]1[CH:16]=[CH:15][C:12]([C:13]#[N:14])=[CH:11][C:10]=1[OH:17])[C:2]1[CH:7]=[CH:6][CH:5]=[CH:4][CH:3]=1.CC(C)([O-])C.[K+].[CH3:24][O:25][CH2:26]Cl. The catalyst is CS(C)=O.C(OCC)(=O)C.CCCCCC. The product is [CH2:1]([O:8][C:9]1[CH:16]=[CH:15][C:12]([C:13]#[N:14])=[CH:11][C:10]=1[O:17][CH2:24][O:25][CH3:26])[C:2]1[CH:3]=[CH:4][CH:5]=[CH:6][CH:7]=1. The yield is 0.853.